From a dataset of Reaction yield outcomes from USPTO patents with 853,638 reactions. Predict the reaction yield, written as a fraction of the theoretical maximum amount of product (1.0 means a 100% yield; for example, 0.34 means a 34% yield). The reactants are [CH2:1]([N:3]([CH2:11][CH2:12][N:13]1[CH2:18][CH2:17][O:16][C:15]2[CH:19]=[C:20]([N+:23]([O-])=O)[CH:21]=[CH:22][C:14]1=2)[C:4](=[O:10])[O:5][C:6]([CH3:9])([CH3:8])[CH3:7])[CH3:2].I.[S:27]1[CH:31]=[CH:30][CH:29]=[C:28]1[C:32](SC)=[NH:33]. The catalyst is CCO.[Pd]. The product is [CH2:1]([N:3]([CH2:11][CH2:12][N:13]1[CH2:18][CH2:17][O:16][C:15]2[CH:19]=[C:20]([NH:23][C:32]([C:28]3[S:27][CH:31]=[CH:30][CH:29]=3)=[NH:33])[CH:21]=[CH:22][C:14]1=2)[C:4](=[O:10])[O:5][C:6]([CH3:9])([CH3:8])[CH3:7])[CH3:2]. The yield is 0.467.